From a dataset of Reaction yield outcomes from USPTO patents with 853,638 reactions. Predict the reaction yield, written as a fraction of the theoretical maximum amount of product (1.0 means a 100% yield; for example, 0.34 means a 34% yield). (1) The reactants are [NH2:1][CH2:2][C:3]1[CH:17]=[CH:16][CH:15]=[CH:14][C:4]=1[CH2:5][NH:6][C:7](=O)[O:8]C(C)(C)C.[CH2:18](N(CC)CC)C.Cl.O1CCOCC1. The catalyst is C(Cl)Cl. The product is [NH2:1][CH2:2][C:3]1[CH:17]=[CH:16][CH:15]=[CH:14][C:4]=1[CH2:5][NH:6][C:7](=[O:8])[CH3:18]. The yield is 0.950. (2) The reactants are Cl[C:2]1[N:7]=[C:6]([NH:8][C:9]2[CH:10]=[N:11][C:12]([O:15][CH3:16])=[CH:13][CH:14]=2)[C:5]([I:17])=[CH:4][N:3]=1.[CH:18]1([NH2:23])[CH2:22][CH2:21][CH2:20][CH2:19]1. The catalyst is C(O)C. The product is [CH:18]1([NH:23][C:2]2[N:7]=[C:6]([NH:8][C:9]3[CH:10]=[N:11][C:12]([O:15][CH3:16])=[CH:13][CH:14]=3)[C:5]([I:17])=[CH:4][N:3]=2)[CH2:22][CH2:21][CH2:20][CH2:19]1. The yield is 0.920. (3) The reactants are CC(OI1(OC(C)=O)(OC(C)=O)OC(=O)C2C=CC=CC1=2)=O.[CH:23]1([CH:26]([OH:55])[CH2:27][NH:28][C:29]([C:31]2[N:32]=[N:33][C:34]([N:37]3[CH2:42][CH2:41][N:40]([C:43](=[O:54])[C:44]4[CH:49]=[CH:48][CH:47]=[CH:46][C:45]=4[C:50]([F:53])([F:52])[F:51])[CH2:39][CH2:38]3)=[CH:35][CH:36]=2)=[O:30])[CH2:25][CH2:24]1. The catalyst is C(OCC)(=O)C. The product is [CH:23]1([C:26](=[O:55])[CH2:27][NH:28][C:29]([C:31]2[N:32]=[N:33][C:34]([N:37]3[CH2:38][CH2:39][N:40]([C:43](=[O:54])[C:44]4[CH:49]=[CH:48][CH:47]=[CH:46][C:45]=4[C:50]([F:53])([F:52])[F:51])[CH2:41][CH2:42]3)=[CH:35][CH:36]=2)=[O:30])[CH2:25][CH2:24]1. The yield is 0.870. (4) The reactants are [CH3:1][C:2]([C:4]1[CH:9]=[CH:8][C:7](Br)=[CH:6][CH:5]=1)=[O:3].[NH:11]1[CH:15]=[N:14][CH:13]=[N:12]1.C([O-])([O-])=O.[Cs+].[Cs+]. The catalyst is CN(C=O)C.O.[Cu]I. The product is [N:11]1([C:7]2[CH:8]=[CH:9][C:4]([C:2](=[O:3])[CH3:1])=[CH:5][CH:6]=2)[CH:15]=[N:14][CH:13]=[N:12]1. The yield is 0.960. (5) The reactants are [CH3:1][C:2]1([CH3:8])[CH2:6][NH:5][CH2:4][CH:3]1[OH:7].[OH-].[Na+].[C:11](Cl)(=[O:20])[O:12][CH2:13][C:14]1[CH:19]=[CH:18][CH:17]=[CH:16][CH:15]=1. The catalyst is ClCCl.O. The product is [OH:7][CH:3]1[CH2:4][N:5]([C:11]([O:12][CH2:13][C:14]2[CH:19]=[CH:18][CH:17]=[CH:16][CH:15]=2)=[O:20])[CH2:6][C:2]1([CH3:8])[CH3:1]. The yield is 0.730. (6) The reactants are [C:1]([C:4]1[S:5][CH:6]=[CH:7][CH:8]=1)(=O)[CH3:2].[S:9]1[CH:13]=[CH:12][CH:11]=[C:10]1[C:14]([CH2:16][C:17]#[N:18])=[O:15].C1(=O)CCCCC1.N1CCOCC1.[S]. No catalyst specified. The product is [NH2:18][C:17]1[S:5][C:6]2[CH2:2][CH2:1][CH2:4][CH2:8][C:7]=2[C:16]=1[C:14]([C:10]1[S:9][CH:13]=[CH:12][CH:11]=1)=[O:15]. The yield is 0.560. (7) The yield is 0.614. The reactants are [CH:1]1([CH:6]=[C:7]([C:18]2[NH:28][C:21]3=[N:22][CH:23]=[C:24]([O:26][CH3:27])[CH:25]=[C:20]3[CH:19]=2)[C:8]2[CH:13]=[CH:12][C:11]([S:14]([CH3:17])(=[O:16])=[O:15])=[CH:10][CH:9]=2)[CH2:5][CH2:4][CH2:3][CH2:2]1.[H][H]. The catalyst is [Pd].CO. The product is [CH:1]1([CH2:6][CH:7]([C:18]2[NH:28][C:21]3=[N:22][CH:23]=[C:24]([O:26][CH3:27])[CH:25]=[C:20]3[CH:19]=2)[C:8]2[CH:13]=[CH:12][C:11]([S:14]([CH3:17])(=[O:16])=[O:15])=[CH:10][CH:9]=2)[CH2:5][CH2:4][CH2:3][CH2:2]1. (8) The reactants are C1N=CN(C(N2C=NC=C2)=O)C=1.[CH3:13][N:14]([CH3:25])[C:15]1[CH:20]=[CH:19][C:18]([CH2:21][C:22]([OH:24])=O)=[CH:17][CH:16]=1.Cl.[F:27][C:28]1[CH:47]=[CH:46][C:31]([CH2:32][O:33][CH2:34][C:35]([NH:37][CH2:38][CH2:39][CH:40]2[CH2:45][CH2:44][NH:43][CH2:42][CH2:41]2)=[O:36])=[CH:30][CH:29]=1. The catalyst is C(Cl)Cl.CN(C=O)C. The product is [CH3:25][N:14]([CH3:13])[C:15]1[CH:16]=[CH:17][C:18]([CH2:21][C:22]([N:43]2[CH2:44][CH2:45][CH:40]([CH2:39][CH2:38][NH:37][C:35](=[O:36])[CH2:34][O:33][CH2:32][C:31]3[CH:30]=[CH:29][C:28]([F:27])=[CH:47][CH:46]=3)[CH2:41][CH2:42]2)=[O:24])=[CH:19][CH:20]=1. The yield is 0.320.